From a dataset of NCI-60 drug combinations with 297,098 pairs across 59 cell lines. Regression. Given two drug SMILES strings and cell line genomic features, predict the synergy score measuring deviation from expected non-interaction effect. (1) Drug 1: CC1=C(C=C(C=C1)NC(=O)C2=CC=C(C=C2)CN3CCN(CC3)C)NC4=NC=CC(=N4)C5=CN=CC=C5. Drug 2: C1=NC(=NC(=O)N1C2C(C(C(O2)CO)O)O)N. Cell line: SK-MEL-5. Synergy scores: CSS=5.18, Synergy_ZIP=-5.80, Synergy_Bliss=-4.08, Synergy_Loewe=-8.47, Synergy_HSA=-4.43. (2) Drug 1: C1=CC(=CC=C1CCCC(=O)O)N(CCCl)CCCl. Drug 2: CC1CCC2CC(C(=CC=CC=CC(CC(C(=O)C(C(C(=CC(C(=O)CC(OC(=O)C3CCCCN3C(=O)C(=O)C1(O2)O)C(C)CC4CCC(C(C4)OC)O)C)C)O)OC)C)C)C)OC. Cell line: DU-145. Synergy scores: CSS=51.8, Synergy_ZIP=-13.7, Synergy_Bliss=-7.06, Synergy_Loewe=-3.55, Synergy_HSA=-2.69. (3) Drug 1: CC1=C(C(=CC=C1)Cl)NC(=O)C2=CN=C(S2)NC3=CC(=NC(=N3)C)N4CCN(CC4)CCO. Drug 2: CC12CCC3C(C1CCC2OP(=O)(O)O)CCC4=C3C=CC(=C4)OC(=O)N(CCCl)CCCl.[Na+]. Cell line: HCC-2998. Synergy scores: CSS=17.0, Synergy_ZIP=2.89, Synergy_Bliss=13.3, Synergy_Loewe=10.6, Synergy_HSA=10.6. (4) Drug 1: C1=C(C(=O)NC(=O)N1)F. Drug 2: C1C(C(OC1N2C=NC3=C2NC=NCC3O)CO)O. Cell line: NCI-H226. Synergy scores: CSS=24.7, Synergy_ZIP=5.36, Synergy_Bliss=6.40, Synergy_Loewe=6.95, Synergy_HSA=8.06.